Dataset: M1 muscarinic receptor agonist screen with 61,833 compounds. Task: Binary Classification. Given a drug SMILES string, predict its activity (active/inactive) in a high-throughput screening assay against a specified biological target. The molecule is O(c1cc(C2N=c3n([nH]c(n3)N)C(C2)c2ccc(cc2)C)ccc1)C. The result is 0 (inactive).